From a dataset of Reaction yield outcomes from USPTO patents with 853,638 reactions. Predict the reaction yield, written as a fraction of the theoretical maximum amount of product (1.0 means a 100% yield; for example, 0.34 means a 34% yield). (1) The yield is 0.940. The reactants are [F:1][C:2]1[CH:14]=[C:13]([N+:15]([O-])=O)[CH:12]=[CH:11][C:3]=1[CH2:4][N:5]1[CH2:10][CH2:9][O:8][CH2:7][CH2:6]1.O.NN. The catalyst is C1COCC1.C(O)C.[Ni]. The product is [F:1][C:2]1[CH:14]=[C:13]([NH2:15])[CH:12]=[CH:11][C:3]=1[CH2:4][N:5]1[CH2:10][CH2:9][O:8][CH2:7][CH2:6]1. (2) The reactants are B1C2CCCC1CCC2.C1COCC1.[CH3:15][N:16]1[CH2:21][CH2:20][C:19](=[CH2:22])[CH2:18][CH2:17]1.C[C:24]1[CH:29]=[CH:28][C:27]([N+:30]([O-:32])=[O:31])=[C:26]([CH3:33])[N:25]=1.C(=O)([O-])[O-].[K+].[K+]. The catalyst is CN(C=O)C.Cl[Pd]Cl.C1(P(C2C=CC=CC=2)[C-]2C=CC=C2)C=CC=CC=1.[C-]1(P(C2C=CC=CC=2)C2C=CC=CC=2)C=CC=C1.[Fe+2]. The product is [CH3:33][C:26]1[C:27]([N+:30]([O-:32])=[O:31])=[CH:28][CH:29]=[C:24]([CH2:22][CH:19]2[CH2:20][CH2:21][N:16]([CH3:15])[CH2:17][CH2:18]2)[N:25]=1. The yield is 0.100.